From a dataset of Forward reaction prediction with 1.9M reactions from USPTO patents (1976-2016). Predict the product of the given reaction. (1) Given the reactants [Cl:1][C:2]1[C:11]2[O:10][CH2:9][CH:8]([N+:12]([O-])=O)[CH2:7][C:6]=2[C:5]([C:15]([NH2:17])=[O:16])=[CH:4][CH:3]=1.C1COCC1.O.NN, predict the reaction product. The product is: [ClH:1].[NH2:12][CH:8]1[CH2:7][C:6]2[C:5]([C:15]([NH2:17])=[O:16])=[CH:4][CH:3]=[C:2]([Cl:1])[C:11]=2[O:10][CH2:9]1. (2) Given the reactants [Cl:1][C:2]1[CH:35]=[CH:34][C:5]([CH2:6][N:7]2[C:12](=[N:13][C:14]3[CH:19]=[CH:18][C:17]([O:20][CH:21]([CH3:23])[CH3:22])=[C:16]([CH3:24])[CH:15]=3)[NH:11][C:10](=[O:25])[N:9]([CH2:26][C:27]([C:29]([O:31]C)=[O:30])=[O:28])[C:8]2=[O:33])=[CH:4][CH:3]=1.CO.[OH-].[Li+].C(O)(=O)CC(CC(O)=O)(C(O)=O)O, predict the reaction product. The product is: [Cl:1][C:2]1[CH:3]=[CH:4][C:5]([CH2:6][N:7]2[C:12](=[N:13][C:14]3[CH:19]=[CH:18][C:17]([O:20][CH:21]([CH3:23])[CH3:22])=[C:16]([CH3:24])[CH:15]=3)[NH:11][C:10](=[O:25])[N:9]([CH2:26][C:27]([C:29]([OH:31])=[O:30])=[O:28])[C:8]2=[O:33])=[CH:34][CH:35]=1. (3) Given the reactants [H-].[Na+].[Cl:3][C:4]1[CH:12]=[CH:11][C:7]([CH2:8][CH2:9][OH:10])=[CH:6][CH:5]=1.Cl[C:14]1[N:15]=[N:16][C:17]([I:20])=[CH:18][CH:19]=1, predict the reaction product. The product is: [Cl:3][C:4]1[CH:12]=[CH:11][C:7]([CH2:8][CH2:9][O:10][C:14]2[N:15]=[N:16][C:17]([I:20])=[CH:18][CH:19]=2)=[CH:6][CH:5]=1.